This data is from Forward reaction prediction with 1.9M reactions from USPTO patents (1976-2016). The task is: Predict the product of the given reaction. (1) The product is: [Cl:21][CH:7]([C:6]1[CH:5]=[C:4]([C:13]2[CH:18]=[CH:17][CH:16]=[CH:15][CH:14]=2)[O:3][C:2]=1[CH3:1])[CH2:8][CH2:9][CH2:10][CH3:11]. Given the reactants [CH3:1][C:2]1[O:3][C:4]([C:13]2[CH:18]=[CH:17][CH:16]=[CH:15][CH:14]=2)=[CH:5][C:6]=1[CH:7](O)[CH2:8][CH2:9][CH2:10][CH3:11].S(Cl)([Cl:21])=O, predict the reaction product. (2) Given the reactants Cl.[C:2]([CH:5]1[CH2:10][CH:9]([C:11]([O:13][CH2:14][CH3:15])=[O:12])[CH2:8][CH2:7][NH:6]1)(=[O:4])[NH2:3].CCN(C(C)C)C(C)C.[C:25](Cl)(=[O:34])[O:26][CH2:27][C:28]1[CH:33]=[CH:32][CH:31]=[CH:30][CH:29]=1, predict the reaction product. The product is: [C:2]([CH:5]1[CH2:10][CH:9]([C:11]([O:13][CH2:14][CH3:15])=[O:12])[CH2:8][CH2:7][N:6]1[C:25]([O:26][CH2:27][C:28]1[CH:33]=[CH:32][CH:31]=[CH:30][CH:29]=1)=[O:34])(=[O:4])[NH2:3].